Dataset: Catalyst prediction with 721,799 reactions and 888 catalyst types from USPTO. Task: Predict which catalyst facilitates the given reaction. Reactant: [N:1]12[CH2:8][CH2:7][CH:4]([CH2:5][CH2:6]1)[CH:3]([O:9][C:10](=[O:23])[NH:11][C:12]([C:15]1[CH:20]=[CH:19][C:18]([F:21])=[C:17](Br)[CH:16]=1)([CH3:14])[CH3:13])[CH2:2]2. Product: [N:1]12[CH2:8][CH2:7][CH:4]([CH2:5][CH2:6]1)[CH:3]([O:9][C:10](=[O:23])[NH:11][C:12]([C:15]1[CH:16]=[C:17]([C:15]3[CH:20]=[CH:19][C:18]([F:21])=[CH:17][CH:16]=3)[C:18]([F:21])=[CH:19][CH:20]=1)([CH3:14])[CH3:13])[CH2:2]2. The catalyst class is: 167.